Dataset: Forward reaction prediction with 1.9M reactions from USPTO patents (1976-2016). Task: Predict the product of the given reaction. Given the reactants [C:1]([O:5][C:6](=[O:15])[N:7]([CH3:14])[CH:8]1[CH2:13][CH2:12][NH:11][CH2:10][CH2:9]1)([CH3:4])([CH3:3])[CH3:2].C([O-])(O)=O.[Na+].[Na+].[I-].Cl[CH2:24][CH2:25][NH:26][C:27]([NH:29][C:30]1[CH:35]=[C:34]([CH3:36])[N:33]=[C:32]([CH3:37])[CH:31]=1)=[O:28], predict the reaction product. The product is: [C:1]([O:5][C:6](=[O:15])[N:7]([CH:8]1[CH2:13][CH2:12][N:11]([CH2:24][CH2:25][NH:26][C:27]([NH:29][C:30]2[CH:35]=[C:34]([CH3:36])[N:33]=[C:32]([CH3:37])[CH:31]=2)=[O:28])[CH2:10][CH2:9]1)[CH3:14])([CH3:4])([CH3:3])[CH3:2].